Dataset: Reaction yield outcomes from USPTO patents with 853,638 reactions. Task: Predict the reaction yield, written as a fraction of the theoretical maximum amount of product (1.0 means a 100% yield; for example, 0.34 means a 34% yield). (1) The reactants are [C:1]([C:3]1[CH:37]=[CH:36][C:6]([O:7][CH2:8][CH:9]([NH:28]C(=O)OC(C)(C)C)[CH2:10][N:11]2[CH2:18][CH:17]3[CH2:19][CH:13]([CH2:14][N:15]([C:20]([N:22]4[CH2:27][CH2:26][CH2:25][CH2:24][CH2:23]4)=[O:21])[CH2:16]3)[CH2:12]2)=[CH:5][CH:4]=1)#[N:2].Cl. The catalyst is C(OCC)(=O)C. The product is [NH2:28][CH:9]([CH2:10][N:11]1[CH2:12][CH:13]2[CH2:19][CH:17]([CH2:16][N:15]([C:20]([N:22]3[CH2:27][CH2:26][CH2:25][CH2:24][CH2:23]3)=[O:21])[CH2:14]2)[CH2:18]1)[CH2:8][O:7][C:6]1[CH:36]=[CH:37][C:3]([C:1]#[N:2])=[CH:4][CH:5]=1. The yield is 1.00. (2) The reactants are Cl.NO.[OH-].[K+].[C:6]([C:10]1[CH:11]=[C:12](/[CH:20]=[CH:21]/[C:22]2[CH:23]=[C:24]([CH:27]=[C:28](/[CH:30]=[CH:31]/[C:32]3[CH:37]=[C:36]([C:38]([CH3:41])([CH3:40])[CH3:39])[CH:35]=[C:34]([C:42]([CH3:45])([CH3:44])[CH3:43])[CH:33]=3)[CH:29]=2)[CH2:25][OH:26])[CH:13]=[C:14]([C:16]([CH3:19])([CH3:18])[CH3:17])[CH:15]=1)([CH3:9])([CH3:8])[CH3:7].O. The catalyst is CN(C)C=O. The product is [C:38]([C:36]1[CH:37]=[C:32]([CH2:31][CH2:30][C:28]2[CH:27]=[C:24]([CH:23]=[C:22]([CH2:21][CH2:20][C:12]3[CH:13]=[C:14]([C:16]([CH3:19])([CH3:18])[CH3:17])[CH:15]=[C:10]([C:6]([CH3:9])([CH3:8])[CH3:7])[CH:11]=3)[CH:29]=2)[CH2:25][OH:26])[CH:33]=[C:34]([C:42]([CH3:43])([CH3:44])[CH3:45])[CH:35]=1)([CH3:39])([CH3:40])[CH3:41]. The yield is 0.950. (3) The reactants are [CH3:1][C:2]1[CH:10]=[C:9]([CH3:11])[CH:8]=[CH:7][C:3]=1[C:4]([OH:6])=[O:5].S(=O)(=O)(O)O.[OH-].[Ca+2].[OH-].[CH2:20](O)[CH3:21]. No catalyst specified. The product is [CH3:1][C:2]1[CH:10]=[C:9]([CH3:11])[CH:8]=[CH:7][C:3]=1[C:4]([O:6][CH2:20][CH3:21])=[O:5]. The yield is 0.950.